This data is from Forward reaction prediction with 1.9M reactions from USPTO patents (1976-2016). The task is: Predict the product of the given reaction. (1) Given the reactants [C:1]1([CH:8]=[CH:7][CH:6]=[C:4]([OH:5])[CH:3]=1)[OH:2].[CH:9]1(O)[CH2:13][CH2:12][CH2:11][CH2:10]1.OP(O)(O)=O, predict the reaction product. The product is: [OH2:2].[CH:9]1([C:6]2[CH:7]=[CH:8][C:1]([OH:2])=[CH:3][C:4]=2[OH:5])[CH2:13][CH2:12][CH2:11][CH2:10]1. (2) Given the reactants Br[C:2]1[C:11]([O:12][CH3:13])=[CH:10][CH:9]=[C:8]2[C:3]=1[CH:4]=[CH:5][N:6]=[C:7]2[O:14][CH:15]1[CH2:32][CH:31]2[N:17]([C:18](=[O:44])[N:19]([CH3:43])[CH2:20][CH2:21][CH2:22][CH2:23][CH:24]=[CH:25][CH:26]3[C:28]([C:34]([NH:36][S:37]([CH:40]4[CH2:42][CH2:41]4)(=[O:39])=[O:38])=[O:35])([NH:29][C:30]2=[O:33])[CH2:27]3)[CH2:16]1.[C:45]1(B(O)O)[CH:50]=[CH:49][CH:48]=[CH:47][CH:46]=1.CC1C=CN=CC=1C1C(OC)=CC=C2C=1C=CN=C2OC1CC2N(C(=O)N(C)CCCCC=CC3C(C(NS(C4CC4)(=O)=O)=O)(NC2=O)C3)C1, predict the reaction product. The product is: [C:45]1([C:2]2[C:11]([O:12][CH3:13])=[CH:10][CH:9]=[C:8]3[C:3]=2[CH:4]=[CH:5][N:6]=[C:7]3[O:14][CH:15]2[CH2:32][CH:31]3[N:17]([C:18](=[O:44])[N:19]([CH3:43])[CH2:20][CH2:21][CH2:22][CH2:23][CH:24]=[CH:25][CH:26]4[C:28]([C:34]([NH:36][S:37]([CH:40]5[CH2:42][CH2:41]5)(=[O:38])=[O:39])=[O:35])([NH:29][C:30]3=[O:33])[CH2:27]4)[CH2:16]2)[CH:50]=[CH:49][CH:48]=[CH:47][CH:46]=1. (3) Given the reactants [CH2:1]1[CH2:5]O[CH2:3][CH2:2]1.[CH2:6]([CH2:13][CH2:14]N=C=O)[CH2:7][CH2:8][CH2:9][N:10]=[C:11]=[O:12].N[CH2:19][CH:20](O)[CH2:21][NH2:22].C[CH:25]([OH:27])C, predict the reaction product. The product is: [N:22]([CH:21]1[CH2:5][CH2:1][CH:2]([CH2:3][CH:6]2[CH2:7][CH2:8][CH:9]([N:10]=[C:11]=[O:12])[CH2:14][CH2:13]2)[CH2:19][CH2:20]1)=[C:25]=[O:27]. (4) Given the reactants [CH3:1][C@@H:2]1[CH2:6][CH2:5][CH2:4][N:3]1[CH2:7][CH2:8][CH2:9][O:10][C:11]1[CH:16]=[CH:15][C:14]([N:17]2[CH:21]=[C:20]([C:22]([NH2:24])=O)[CH:19]=[N:18]2)=[CH:13][CH:12]=1.S(Cl)(Cl)=O.O.C(=O)(O)[O-].[Na+], predict the reaction product. The product is: [CH3:1][C@@H:2]1[CH2:6][CH2:5][CH2:4][N:3]1[CH2:7][CH2:8][CH2:9][O:10][C:11]1[CH:16]=[CH:15][C:14]([N:17]2[CH:21]=[C:20]([C:22]#[N:24])[CH:19]=[N:18]2)=[CH:13][CH:12]=1. (5) Given the reactants CC1C=C(C)C=C(C)C=1S([O-])(=O)=O.[NH2:14][N+:15]1[CH:20]=[CH:19][CH:18]=[C:17]([O:21][CH3:22])[CH:16]=1.C(=O)([O-])[O-].[K+].[K+].O1CCOCC1.[O:35]=[C:36]([C:49]1[N:54]=[C:53]([C:55]([O:57][CH3:58])=[O:56])[CH:52]=[CH:51][CH:50]=1)[C:37]#[C:38][C:39]1[CH:44]=[CH:43][CH:42]=[C:41]([C:45]([F:48])([F:47])[F:46])[CH:40]=1, predict the reaction product. The product is: [CH3:22][O:21][C:17]1[CH:18]=[CH:19][C:20]2[N:15]([N:14]=[C:38]([C:39]3[CH:44]=[CH:43][CH:42]=[C:41]([C:45]([F:48])([F:46])[F:47])[CH:40]=3)[C:37]=2[C:36]([C:49]2[N:54]=[C:53]([C:55]([O:57][CH3:58])=[O:56])[CH:52]=[CH:51][CH:50]=2)=[O:35])[CH:16]=1.